Dataset: Forward reaction prediction with 1.9M reactions from USPTO patents (1976-2016). Task: Predict the product of the given reaction. Given the reactants [OH-].[Li+].[C:3]([CH2:5][C:6]1[CH:7]=[C:8]([CH:13]=[CH:14][CH:15]=1)[C:9]([O:11]C)=[O:10])#[N:4], predict the reaction product. The product is: [C:3]([CH2:5][C:6]1[CH:7]=[C:8]([CH:13]=[CH:14][CH:15]=1)[C:9]([OH:11])=[O:10])#[N:4].